Dataset: Full USPTO retrosynthesis dataset with 1.9M reactions from patents (1976-2016). Task: Predict the reactants needed to synthesize the given product. (1) Given the product [Br:27][C:22]1[CH:21]=[C:20]([N:10]2[C:11]3[N:18]=[CH:17][C:16]([F:19])=[CH:15][C:12]=3[C:13](=[O:14])[N:8]([C@@H:5]3[CH2:6][CH2:7][C@H:2]([NH:1][C:39]([C:37]4[N:38]=[C:33]5[CH:32]=[CH:31][C:30]([F:29])=[CH:35][N:34]5[CH:36]=4)=[O:40])[CH2:3][CH2:4]3)[C:9]2=[O:28])[CH:25]=[C:24]([CH3:26])[CH:23]=1, predict the reactants needed to synthesize it. The reactants are: [NH2:1][C@@H:2]1[CH2:7][CH2:6][C@H:5]([N:8]2[C:13](=[O:14])[C:12]3[CH:15]=[C:16]([F:19])[CH:17]=[N:18][C:11]=3[N:10]([C:20]3[CH:25]=[C:24]([CH3:26])[CH:23]=[C:22]([Br:27])[CH:21]=3)[C:9]2=[O:28])[CH2:4][CH2:3]1.[F:29][C:30]1[CH:31]=[CH:32][C:33]2[N:34]([CH:36]=[C:37]([C:39](O)=[O:40])[N:38]=2)[CH:35]=1. (2) The reactants are: Cl.Cl.[CH:3]1([N:6]2[CH2:12][CH2:11][CH2:10][NH:9][CH2:8][CH2:7]2)[CH2:5][CH2:4]1.[C:13](N1CCCNCC1)([O:15][C:16]([CH3:19])([CH3:18])[CH3:17])=[O:14].C(OC1(O[Si](C)(C)C)CC1)C.C(O)(=O)C.[BH3-]C#N.[Na+]. Given the product [C:13]([N:9]1[CH2:10][CH2:11][CH2:12][N:6]([CH:3]2[CH2:5][CH2:4]2)[CH2:7][CH2:8]1)([O:15][C:16]([CH3:19])([CH3:18])[CH3:17])=[O:14], predict the reactants needed to synthesize it. (3) Given the product [ClH:1].[CH:32]1([N:25]2[C:26]3[C:21](=[CH:20][CH:19]=[C:18]([C:14]4[CH:15]=[C:16]5[C:11](=[CH:12][CH:13]=4)[C@@H:10]([CH3:37])[NH:9][CH2:17]5)[C:27]=3[O:28][CH:29]([F:30])[F:31])[C:22](=[O:36])[NH:23][C:24]2=[O:35])[CH2:33][CH2:34]1, predict the reactants needed to synthesize it. The reactants are: [ClH:1].C(OC([N:9]1[CH2:17][C:16]2[C:11](=[CH:12][CH:13]=[C:14]([C:18]3[C:27]([O:28][CH:29]([F:31])[F:30])=[C:26]4[C:21]([C:22](=[O:36])[NH:23][C:24](=[O:35])[N:25]4[CH:32]4[CH2:34][CH2:33]4)=[CH:20][CH:19]=3)[CH:15]=2)[C@H:10]1[CH3:37])=O)(C)(C)C.